From a dataset of Peptide-MHC class I binding affinity with 185,985 pairs from IEDB/IMGT. Regression. Given a peptide amino acid sequence and an MHC pseudo amino acid sequence, predict their binding affinity value. This is MHC class I binding data. (1) The peptide sequence is KPKGEVVDL. The MHC is HLA-B07:02 with pseudo-sequence HLA-B07:02. The binding affinity (normalized) is 0.678. (2) The peptide sequence is VTFQGKFKK. The MHC is HLA-A03:01 with pseudo-sequence HLA-A03:01. The binding affinity (normalized) is 0.666. (3) The peptide sequence is QASQEVKNW. The MHC is HLA-B15:01 with pseudo-sequence HLA-B15:01. The binding affinity (normalized) is 0. (4) The peptide sequence is KGHLPLLDK. The MHC is HLA-B15:17 with pseudo-sequence HLA-B15:17. The binding affinity (normalized) is 0.0847. (5) The peptide sequence is YMLWNSWLS. The MHC is HLA-A02:01 with pseudo-sequence HLA-A02:01. The binding affinity (normalized) is 0.641. (6) The peptide sequence is SPVIVNGAM. The MHC is HLA-B18:01 with pseudo-sequence HLA-B18:01. The binding affinity (normalized) is 0.0847. (7) The peptide sequence is LERPLAVQL. The MHC is HLA-A23:01 with pseudo-sequence HLA-A23:01. The binding affinity (normalized) is 0.213. (8) The peptide sequence is VPVWKEATTT. The MHC is HLA-B53:01 with pseudo-sequence HLA-B53:01. The binding affinity (normalized) is 0.246.